From a dataset of Reaction yield outcomes from USPTO patents with 853,638 reactions. Predict the reaction yield, written as a fraction of the theoretical maximum amount of product (1.0 means a 100% yield; for example, 0.34 means a 34% yield). (1) The reactants are C(OC([C:6]1[C:10]([C:11]2[CH:16]=[CH:15][C:14]([CH3:17])=[CH:13][CH:12]=2)=[CH:9][NH:8][CH:7]=1)=O)C.[OH-].[Na+].[Na+].[Cl-]. The catalyst is C(O)CO. The product is [CH3:17][C:14]1[CH:13]=[CH:12][C:11]([C:10]2[CH:6]=[CH:7][NH:8][CH:9]=2)=[CH:16][CH:15]=1. The yield is 0.710. (2) The reactants are C([CH2:5][C:6]([NH2:8])=[O:7])C1OC1.[C:9]([NH:13][C:14]1[CH:19]=[CH:18][C:17]([N:20]2[CH2:25][CH2:24][O:23][CH2:22][CH2:21]2)=[C:16]([F:26])[CH:15]=1)([O:11]C)=O.[CH3:27][C:28](C)([O-:30])[CH3:29].[Li+]. The catalyst is C1COCC1. The product is [F:26][C:16]1[CH:15]=[C:14]([N:13]2[CH2:27][CH:28]([CH2:29][NH:8][C:6](=[O:7])[CH3:5])[O:30][C:9]2=[O:11])[CH:19]=[CH:18][C:17]=1[N:20]1[CH2:25][CH2:24][O:23][CH2:22][CH2:21]1. The yield is 0.800. (3) The reactants are [Cl:1][C:2]1[CH:3]=[C:4]2[C:8](=[CH:9][CH:10]=1)[NH:7][C:6](=[O:11])[CH2:5]2.[CH2:12]([O:14][C:15]([C:17]1[NH:18][C:19]([CH:23]=O)=[C:20]([CH3:22])[CH:21]=1)=[O:16])[CH3:13]. No catalyst specified. The product is [CH2:12]([O:14][C:15]([C:17]1[NH:18][C:19]([CH:23]=[C:5]2[C:4]3[C:8](=[CH:9][CH:10]=[C:2]([Cl:1])[CH:3]=3)[NH:7][C:6]2=[O:11])=[C:20]([CH3:22])[CH:21]=1)=[O:16])[CH3:13]. The yield is 0.940. (4) The reactants are [Cl-].O[NH3+:3].[C:4](=[O:7])([O-])[OH:5].[Na+].CS(C)=O.[CH2:13]([C:17]1[N:18]=[C:19]([CH3:48])[N:20]([C:39]2[CH:44]=[CH:43][C:42]([O:45][CH3:46])=[C:41]([CH3:47])[CH:40]=2)[C:21](=[O:38])[C:22]=1[CH2:23][C:24]1[CH:29]=[CH:28][C:27]([C:30]2[C:31]([C:36]#[N:37])=[CH:32][CH:33]=[CH:34][CH:35]=2)=[CH:26][CH:25]=1)[CH2:14][CH2:15][CH3:16]. The catalyst is O.C(OCC)(=O)C. The product is [CH2:13]([C:17]1[N:18]=[C:19]([CH3:48])[N:20]([C:39]2[CH:44]=[CH:43][C:42]([O:45][CH3:46])=[C:41]([CH3:47])[CH:40]=2)[C:21](=[O:38])[C:22]=1[CH2:23][C:24]1[CH:25]=[CH:26][C:27]([C:30]2[CH:35]=[CH:34][CH:33]=[CH:32][C:31]=2[C:36]2[NH:3][C:4](=[O:7])[O:5][N:37]=2)=[CH:28][CH:29]=1)[CH2:14][CH2:15][CH3:16]. The yield is 0.650. (5) The catalyst is O1CCCC1.O. The product is [CH:15]1([C:11]2([C:13]([OH:24])=[O:14])[CH2:12][CH:7]3[CH2:6][N:5]([C:3](=[O:4])[N:2]([CH3:20])[CH3:1])[CH2:9][CH:8]3[CH2:10]2)[CH2:19][CH2:18][CH2:17][CH2:16]1. The yield is 0.996. The reactants are [CH3:1][N:2]([CH3:20])[C:3]([N:5]1[CH2:9][CH:8]2[CH2:10][C:11]([CH:15]3[CH2:19][CH2:18][CH2:17][CH2:16]3)([CH:13]=[O:14])[CH2:12][CH:7]2[CH2:6]1)=[O:4].O.O.P([O-])(O)(O)=[O:24].[Na+].Cl([O-])=O.[Na+].CC(=CC)C. (6) The yield is 0.900. The reactants are [H-].[Al+3].[Li+].[H-].[H-].[H-].[C:7]1([CH2:13][N:14]2[CH2:19][CH2:18][N:17]([CH2:20][C:21]3[CH:26]=[CH:25][CH:24]=[CH:23][CH:22]=3)[CH2:16][CH:15]2[C:27](OCC)=[O:28])[CH:12]=[CH:11][CH:10]=[CH:9][CH:8]=1.O.[OH-].[Na+]. The catalyst is C1COCC1. The product is [C:7]1([CH2:13][N:14]2[CH2:19][CH2:18][N:17]([CH2:20][C:21]3[CH:26]=[CH:25][CH:24]=[CH:23][CH:22]=3)[CH2:16][CH:15]2[CH2:27][OH:28])[CH:8]=[CH:9][CH:10]=[CH:11][CH:12]=1.